Dataset: Full USPTO retrosynthesis dataset with 1.9M reactions from patents (1976-2016). Task: Predict the reactants needed to synthesize the given product. (1) Given the product [Cl:10][C:11]1[CH:12]=[CH:13][C:14](/[C:17](/[CH3:18])=[CH:6]/[C:5]2[CH:8]=[CH:9][C:2]([Cl:1])=[CH:3][CH:4]=2)=[CH:15][N:16]=1, predict the reactants needed to synthesize it. The reactants are: [Cl:1][C:2]1[CH:9]=[CH:8][C:5]([CH2:6]Cl)=[CH:4][CH:3]=1.[Cl:10][C:11]1[N:16]=[CH:15][C:14]([C:17](=O)[CH3:18])=[CH:13][CH:12]=1. (2) Given the product [CH2:48]([S:45]([N:42]1[CH2:41][CH2:40][CH:39]([C:30]2[C:29]3[C:33](=[C:34]([C:36]([NH2:38])=[O:37])[CH:35]=[C:27]([C:24]4[CH:25]=[CH:26][C:21]([CH2:20][NH:19][C:17]([C:16]5[O:4][CH:50]=[CH:14][CH:15]=5)=[O:18])=[CH:22][CH:23]=4)[CH:28]=3)[NH:32][CH:31]=2)[CH2:44][CH2:43]1)(=[O:47])=[O:46])[CH3:49], predict the reactants needed to synthesize it. The reactants are: FC(F)(F)C(O)=[O:4].CC(N1[C:16]([C:17]([NH:19][CH2:20][C:21]2[CH:26]=[CH:25][C:24]([C:27]3[CH:28]=[C:29]4[C:33](=[C:34]([C:36]([NH2:38])=[O:37])[CH:35]=3)[NH:32][CH:31]=[C:30]4[CH:39]3[CH2:44][CH2:43][N:42]([S:45]([CH2:48][CH3:49])(=[O:47])=[O:46])[CH2:41][CH2:40]3)=[CH:23][CH:22]=2)=[O:18])=[CH:15][C:14]([CH3:50])=N1)(C)C.CC(N1C(C(NCC2C=CC(B(O)O)=CC=2)=O)=CC(C)=N1)(C)C. (3) Given the product [Cl:9][C:10]1[CH:11]=[C:12]([NH:24][C:25]2[C:34]3[C:29](=[CH:30][CH:31]=[CH:32][C:33]=3[O:35][CH2:36][CH2:37][N:38]([CH3:39])[C:6]([CH:2]3[CH2:3][CH2:4][CH2:5][O:1]3)=[O:8])[N:28]=[CH:27][N:26]=2)[CH:13]=[CH:14][C:15]=1[O:16][CH2:17][C:18]1[CH:23]=[CH:22][CH:21]=[CH:20][N:19]=1, predict the reactants needed to synthesize it. The reactants are: [O:1]1[CH2:5][CH2:4][CH2:3][CH:2]1[C:6]([OH:8])=O.[Cl:9][C:10]1[CH:11]=[C:12]([NH:24][C:25]2[C:34]3[C:29](=[CH:30][CH:31]=[CH:32][C:33]=3[O:35][CH2:36][CH2:37][NH:38][CH3:39])[N:28]=[CH:27][N:26]=2)[CH:13]=[CH:14][C:15]=1[O:16][CH2:17][C:18]1[CH:23]=[CH:22][CH:21]=[CH:20][N:19]=1. (4) Given the product [CH3:11][O:12][C:13]1[C:14]([C:3]2[C:2]([Cl:1])=[CH:7][C:6]([Cl:8])=[CH:5][C:4]=2[Cl:9])=[CH:15][CH:16]=[CH:17][CH:18]=1, predict the reactants needed to synthesize it. The reactants are: [Cl:1][C:2]1[CH:7]=[C:6]([Cl:8])[CH:5]=[C:4]([Cl:9])[C:3]=1Br.[CH3:11][O:12][C:13]1[CH:18]=[CH:17][CH:16]=[CH:15][C:14]=1B(O)O.C(=O)([O-])[O-].[K+].[K+].CC1C=CC(S(OCC2CC3C(C4C=CC=CC=4)=CC=CC=3O2)(=O)=O)=CC=1.